Dataset: Forward reaction prediction with 1.9M reactions from USPTO patents (1976-2016). Task: Predict the product of the given reaction. (1) The product is: [Br:1][C:2]1[CH:3]=[C:4]2[C:8](=[CH:9][CH:10]=1)[C@@H:7]([N:11]1[CH2:16][CH2:15][N:14]([C:17]3([CH3:30])[CH2:18][CH2:19][N:20]([C:23]([O:25][C:26]([CH3:27])([CH3:29])[CH3:28])=[O:24])[CH2:21][CH2:22]3)[CH2:13][C@@H:12]1[CH3:31])[C@H:6]([O:32][CH2:36][CH3:37])[CH2:5]2. Given the reactants [Br:1][C:2]1[CH:3]=[C:4]2[C:8](=[CH:9][CH:10]=1)[C@@H:7]([N:11]1[CH2:16][CH2:15][N:14]([C:17]3([CH3:30])[CH2:22][CH2:21][N:20]([C:23]([O:25][C:26]([CH3:29])([CH3:28])[CH3:27])=[O:24])[CH2:19][CH2:18]3)[CH2:13][C@@H:12]1[CH3:31])[C@H:6]([OH:32])[CH2:5]2.[H-].[Na+].I[CH2:36][CH3:37], predict the reaction product. (2) Given the reactants [CH3:1][C:2]1[N:6]2[C:7](=[O:19])[C:8]3[NH:9][CH:10]=[N:11][C:12]=3[N:13]([CH2:14][CH2:15][CH2:16][CH2:17][CH3:18])[C:5]2=[N:4][N:3]=1.[Cl:20]N1C(=O)CCC1=O, predict the reaction product. The product is: [Cl:20][C:10]1[NH:9][C:8]2[C:7](=[O:19])[N:6]3[C:2]([CH3:1])=[N:3][N:4]=[C:5]3[N:13]([CH2:14][CH2:15][CH2:16][CH2:17][CH3:18])[C:12]=2[N:11]=1. (3) Given the reactants [NH2:1][CH:2]([CH2:28][CH:29]([CH3:31])[CH3:30])[CH2:3][NH:4][CH:5]([CH2:13][C:14]1[CH:19]=[CH:18][C:17]([O:20][CH2:21][C:22]2[CH:27]=[CH:26][CH:25]=[CH:24][CH:23]=2)=[CH:16][CH:15]=1)[C:6]([NH:8][C:9]([CH3:12])([CH3:11])[CH3:10])=[O:7].N1([NH:39][C:40]([Cl:42])=[O:41])CCCCCC1.C(N(CC)C(C)C)(C)C.[ClH:52].[CH:53]1[CH:58]=[CH:57][CH:56]=[CH:55][CH:54]=1, predict the reaction product. The product is: [ClH:42].[ClH:52].[CH2:21]([O:20][C:17]1[CH:16]=[CH:15][C:14]([CH2:13][CH:5]([NH:4][CH2:3][CH:2]([NH:1][C:40]([N:39]2[CH2:58][CH2:57][CH2:56][CH2:55][CH2:54][CH2:53]2)=[O:41])[CH2:28][CH:29]([CH3:31])[CH3:30])[C:6](=[O:7])[NH:8][C:9]([CH3:10])([CH3:11])[CH3:12])=[CH:19][CH:18]=1)[C:22]1[CH:27]=[CH:26][CH:25]=[CH:24][CH:23]=1. (4) Given the reactants [CH2:1]([NH:4][C:5]1[CH:12]=[CH:11][C:8]([C:9]#[N:10])=[CH:7][C:6]=1[N+:13]([O-])=O)[CH:2]=[CH2:3].[Sn](Cl)Cl.[OH-].[Na+], predict the reaction product. The product is: [CH2:1]([NH:4][C:5]1[CH:12]=[CH:11][C:8]([C:9]#[N:10])=[CH:7][C:6]=1[NH2:13])[CH:2]=[CH2:3]. (5) Given the reactants [NH2:1][C@@H:2]([C@@H:7]1[C@:11]([C@H:13]([OH:16])[CH2:14][CH3:15])([CH3:12])[O:10][C:9](=[O:17])[N:8]1[CH2:18][CH2:19][CH2:20][CH2:21][N:22]=[N+:23]=[N-:24])[C:3]([F:6])([F:5])[F:4].C(O)(=O)C.[C:29](=[O:66])([O:64][CH3:65])[O:30][C@@H:31]1[C@@H:36]([N:37]([CH3:39])[CH3:38])[CH2:35][C@@H:34]([CH3:40])[O:33][C@H:32]1[O:41][C@@H:42]([C@@:55]([O:62][CH3:63])([CH3:61])[CH2:56][C@@H:57]([CH3:60])[CH:58]=O)[C@H:43]([C:45]1[O:50][C:49]([CH3:52])([CH3:51])[O:48][C:47](=[O:53])[C:46]=1[CH3:54])[CH3:44].C([BH3-])#N.[Na+].C(=O)(O)[O-].[Na+], predict the reaction product. The product is: [C:29](=[O:66])([O:64][CH3:65])[O:30][C@@H:31]1[C@@H:36]([N:37]([CH3:38])[CH3:39])[CH2:35][C@@H:34]([CH3:40])[O:33][C@H:32]1[O:41][C@@H:42]([C@@:55]([O:62][CH3:63])([CH3:61])[CH2:56][C@@H:57]([CH3:58])[CH2:60][NH:1][C@@H:2]([C@@H:7]1[C@:11]([C@H:13]([OH:16])[CH2:14][CH3:15])([CH3:12])[O:10][C:9](=[O:17])[N:8]1[CH2:18][CH2:19][CH2:20][CH2:21][N:22]=[N+:23]=[N-:24])[C:3]([F:5])([F:4])[F:6])[C@H:43]([C:45]1[O:50][C:49]([CH3:51])([CH3:52])[O:48][C:47](=[O:53])[C:46]=1[CH3:54])[CH3:44].